From a dataset of Reaction yield outcomes from USPTO patents with 853,638 reactions. Predict the reaction yield, written as a fraction of the theoretical maximum amount of product (1.0 means a 100% yield; for example, 0.34 means a 34% yield). The reactants are [F:1][C:2]([F:6])([F:5])[CH2:3][OH:4].[H-].[Na+].[Cl:9][C:10]1[CH:15]=[C:14](Cl)[N:13]=[CH:12][N:11]=1.[Cl-].[NH4+]. The catalyst is O1CCCC1. The product is [Cl:9][C:10]1[CH:15]=[C:14]([O:4][CH2:3][C:2]([F:6])([F:5])[F:1])[N:13]=[CH:12][N:11]=1. The yield is 0.389.